Regression. Given a peptide amino acid sequence and an MHC pseudo amino acid sequence, predict their binding affinity value. This is MHC class II binding data. From a dataset of Peptide-MHC class II binding affinity with 134,281 pairs from IEDB. (1) The peptide sequence is TDDNEEPIAAYHFDL. The MHC is HLA-DPA10201-DPB10501 with pseudo-sequence HLA-DPA10201-DPB10501. The binding affinity (normalized) is 0. (2) The peptide sequence is RLIAFTSEHSHF. The MHC is DRB1_0701 with pseudo-sequence DRB1_0701. The binding affinity (normalized) is 0.452. (3) The peptide sequence is VADAYITLVTLPKSS. The MHC is HLA-DQA10102-DQB10602 with pseudo-sequence HLA-DQA10102-DQB10602. The binding affinity (normalized) is 0.607. (4) The peptide sequence is EKKYFAATQFFPLAA. The MHC is HLA-DQA10401-DQB10402 with pseudo-sequence HLA-DQA10401-DQB10402. The binding affinity (normalized) is 0.210. (5) The peptide sequence is GELQIVDKIDQAFKI. The binding affinity (normalized) is 0.558. The MHC is DRB1_1501 with pseudo-sequence DRB1_1501. (6) The peptide sequence is TTSVIPAARLFKAFI. The MHC is DRB4_0101 with pseudo-sequence DRB4_0103. The binding affinity (normalized) is 0.567.